From a dataset of Full USPTO retrosynthesis dataset with 1.9M reactions from patents (1976-2016). Predict the reactants needed to synthesize the given product. Given the product [C:14]([O:13][C:12](=[O:18])[NH:11][CH2:10][CH2:9][CH2:8][CH2:7][O:6][C:5]1[C:4]2[B:22]([OH:23])[O:26][CH:25]([CH2:28][N+:32]([O-:34])=[O:33])[C:3]=2[CH:21]=[CH:20][CH:19]=1)([CH3:15])([CH3:16])[CH3:17], predict the reactants needed to synthesize it. The reactants are: C([C:3]1[C:4]([B:22]2[O:26][C:25]([CH3:28])(C)C(C)(C)[O:23]2)=[C:5]([CH:19]=[CH:20][CH:21]=1)[O:6][CH2:7][CH2:8][CH2:9][CH2:10][NH:11][C:12](=[O:18])[O:13][C:14]([CH3:17])([CH3:16])[CH3:15])=O.C[N+:32]([O-:34])=[O:33].[OH-].[Na+].Cl.